Dataset: Reaction yield outcomes from USPTO patents with 853,638 reactions. Task: Predict the reaction yield, written as a fraction of the theoretical maximum amount of product (1.0 means a 100% yield; for example, 0.34 means a 34% yield). (1) The reactants are [Cl:1][C:2]1[CH:7]=[CH:6][CH:5]=[CH:4][C:3]=1[CH2:8][C:9]([OH:11])=[O:10].[CH3:12]O. The catalyst is S(=O)(=O)(O)O. The product is [Cl:1][C:2]1[CH:7]=[CH:6][CH:5]=[CH:4][C:3]=1[CH2:8][C:9]([O:11][CH3:12])=[O:10]. The yield is 0.975. (2) The reactants are Br[CH:2]1[CH2:20][CH2:19][C:5]2=[CH:6][C:7]3[C:8]4[CH:17]=[CH:16][C:15]([Cl:18])=[CH:14][C:9]=4[CH2:10][O:11][C:12]=3[CH:13]=[C:4]2[C:3]1=[O:21].[C:22]([O:26][C:27]([N:29]1[CH2:33][C@@H:32]([O:34][CH2:35][CH3:36])[CH2:31][C@H:30]1[C:37]([OH:39])=[O:38])=[O:28])([CH3:25])([CH3:24])[CH3:23].CCN(C(C)C)C(C)C. The catalyst is CC#N.CCOC(C)=O. The product is [CH2:35]([O:34][C@@H:32]1[CH2:33][N:29]([C:27]([O:26][C:22]([CH3:23])([CH3:25])[CH3:24])=[O:28])[C@H:30]([C:37]([O:39][CH:2]2[CH2:20][CH2:19][C:5]3=[CH:6][C:7]4[C:8]5[CH:17]=[CH:16][C:15]([Cl:18])=[CH:14][C:9]=5[CH2:10][O:11][C:12]=4[CH:13]=[C:4]3[C:3]2=[O:21])=[O:38])[CH2:31]1)[CH3:36]. The yield is 0.560. (3) The reactants are C([Si](C)(C)[O:6][C@@H:7]([CH3:35])[C@@H:8]([NH:22][C:23]1[CH:30]=[CH:29][C:26]([C:27]#[N:28])=[C:25]([C:31]([F:34])([F:33])[F:32])[CH:24]=1)[C:9]1[O:10][C:11]([C:14]2[CH:19]=[CH:18][C:17]([C:20]#[N:21])=[CH:16][CH:15]=2)=[N:12][N:13]=1)(C)(C)C.CCCC[N+](CCCC)(CCCC)CCCC.[F-]. The catalyst is C1COCC1. The product is [C:20]([C:17]1[CH:16]=[CH:15][C:14]([C:11]2[O:10][C:9]([C@H:8]([NH:22][C:23]3[CH:30]=[CH:29][C:26]([C:27]#[N:28])=[C:25]([C:31]([F:32])([F:34])[F:33])[CH:24]=3)[C@@H:7]([OH:6])[CH3:35])=[N:13][N:12]=2)=[CH:19][CH:18]=1)#[N:21]. The yield is 0.660. (4) The reactants are [Br:1][C:2]1[CH:7]=[CH:6][C:5]([C@@H:8]([N:10]([CH2:15][CH2:16][C:17](=[N:25][S@:26]([C:28]([CH3:31])([CH3:30])[CH3:29])=[O:27])[C:18]2[CH:23]=[CH:22][C:21]([F:24])=[CH:20][CH:19]=2)[C:11](=[O:14])[O:12][CH3:13])[CH3:9])=[CH:4][CH:3]=1.[CH2:32]([Mg]Br)[CH:33]=[CH2:34]. The catalyst is C1COCC1. The product is [Br:1][C:2]1[CH:3]=[CH:4][C:5]([C@@H:8]([N:10]([CH2:15][CH2:16][C@:17]([NH:25][S@:26]([C:28]([CH3:30])([CH3:29])[CH3:31])=[O:27])([C:18]2[CH:19]=[CH:20][C:21]([F:24])=[CH:22][CH:23]=2)[CH2:34][CH:33]=[CH2:32])[C:11](=[O:14])[O:12][CH3:13])[CH3:9])=[CH:6][CH:7]=1. The yield is 0.450. (5) The reactants are [CH:1]1([NH:7][C:8](=[O:18])[C@H:9]([CH2:11][C:12]2[CH:17]=[CH:16][CH:15]=[CH:14][CH:13]=2)[NH2:10])[CH2:6][CH2:5][CH2:4][CH2:3][CH2:2]1.[CH2:19]1[CH2:25][S:22](=[O:24])(=[O:23])[O:21][CH2:20]1. The catalyst is O1CCCC1. The product is [CH2:11]([C@H:9]([NH:10][CH2:20][CH2:19][CH2:25][S:22]([OH:24])(=[O:23])=[O:21])[C:8]([NH:7][CH:1]1[CH2:6][CH2:5][CH2:4][CH2:3][CH2:2]1)=[O:18])[C:12]1[CH:13]=[CH:14][CH:15]=[CH:16][CH:17]=1. The yield is 0.390. (6) The reactants are [Na].[Cl:2][C:3]1[C:8]([Cl:9])=[CH:7][CH:6]=[CH:5][C:4]=1[SH:10].Cl[C:12]1[S:16][C:15]([C:17]([O:19][CH2:20][CH3:21])=[O:18])=[CH:14][C:13]=1[N+:22]([O-:24])=[O:23]. The catalyst is C(O)C.O. The product is [Cl:2][C:3]1[C:8]([Cl:9])=[CH:7][CH:6]=[CH:5][C:4]=1[S:10][C:12]1[S:16][C:15]([C:17]([O:19][CH2:20][CH3:21])=[O:18])=[CH:14][C:13]=1[N+:22]([O-:24])=[O:23]. The yield is 0.350.